From a dataset of Full USPTO retrosynthesis dataset with 1.9M reactions from patents (1976-2016). Predict the reactants needed to synthesize the given product. (1) Given the product [CH:25]1([NH:28][C:41]([C@H:38]2[CH2:39][CH2:40][N:36]([C:34]([O:33][C:29]([CH3:32])([CH3:31])[CH3:30])=[O:35])[CH2:37]2)=[O:42])[CH2:27][CH2:26]1, predict the reactants needed to synthesize it. The reactants are: CN(C(ON1N=NC2C=CC=NC1=2)=[N+](C)C)C.F[P-](F)(F)(F)(F)F.[CH:25]1([NH2:28])[CH2:27][CH2:26]1.[C:29]([O:33][C:34]([N:36]1[CH2:40][CH2:39][C@H:38]([C:41](O)=[O:42])[CH2:37]1)=[O:35])([CH3:32])([CH3:31])[CH3:30].CCN(C(C)C)C(C)C. (2) Given the product [O:1]([C:8]1[CH:13]=[CH:12][CH:11]=[CH:10][C:9]=1[NH:14][S:15]([C:18]1[CH:30]=[CH:29][C:21]([C:22]([NH:24][CH2:25][C:26](=[O:27])[NH:38][CH2:37][CH2:36][N:31]2[CH2:35][CH2:34][CH2:33][CH2:32]2)=[O:23])=[CH:20][CH:19]=1)(=[O:16])=[O:17])[C:2]1[CH:3]=[CH:4][CH:5]=[CH:6][CH:7]=1, predict the reactants needed to synthesize it. The reactants are: [O:1]([C:8]1[CH:13]=[CH:12][CH:11]=[CH:10][C:9]=1[NH:14][S:15]([C:18]1[CH:30]=[CH:29][C:21]([C:22]([NH:24][CH2:25][C:26](O)=[O:27])=[O:23])=[CH:20][CH:19]=1)(=[O:17])=[O:16])[C:2]1[CH:7]=[CH:6][CH:5]=[CH:4][CH:3]=1.[N:31]1([CH2:36][CH2:37][NH2:38])[CH2:35][CH2:34][CH2:33][CH2:32]1. (3) The reactants are: [Br:1][CH:2](Br)[C:3]([C:5]1[CH:10]=[CH:9][C:8]([N:11]2[CH2:16][CH2:15][CH2:14][CH2:13][CH2:12]2)=[CH:7][CH:6]=1)=[O:4].C(OP([O-])OCC)C.C(N(CC)CC)C. Given the product [Br:1][CH2:2][C:3]([C:5]1[CH:10]=[CH:9][C:8]([N:11]2[CH2:16][CH2:15][CH2:14][CH2:13][CH2:12]2)=[CH:7][CH:6]=1)=[O:4], predict the reactants needed to synthesize it. (4) The reactants are: N1(CCCCCCCCCCC(O)=O)C=CC=C1.[OH:19][N:20]1[C:24](=[O:25])[CH2:23][CH:22]([S:26]([OH:29])(=[O:28])=[O:27])[C:21]1=[O:30].C1(N=C=NC2CCCCC2)CCCCC1. Given the product [S:26]([C:22]1([S:26]([OH:29])(=[O:28])=[O:27])[CH2:23][C:24](=[O:25])[N:20]([OH:19])[C:21]1=[O:30])([OH:29])(=[O:27])=[O:28], predict the reactants needed to synthesize it. (5) Given the product [CH:4](=[C:3]([C:9]1[N:10]=[C:11]2[CH:16]=[N:15][N:14]([CH2:19][C:20]3[CH:21]=[CH:22][C:23]([C:26]4[N:30]=[C:29]([CH3:31])[O:28][N:27]=4)=[CH:24][CH:25]=3)[CH:13]=[C:12]2[N:17]=1)[C:2]([F:1])=[C:7]([F:8])[CH3:6])[CH3:5], predict the reactants needed to synthesize it. The reactants are: [F:1][C:2]1[C:7]([F:8])=[CH:6][CH:5]=[CH:4][C:3]=1[C:9]1[N:17]=[C:12]2[CH:13]=[N:14][NH:15][CH:16]=[C:11]2[N:10]=1.Cl[CH2:19][C:20]1[CH:25]=[CH:24][C:23]([C:26]2[N:30]=[C:29]([CH3:31])[O:28][N:27]=2)=[CH:22][CH:21]=1. (6) Given the product [CH3:16][N:17]1[CH:21]=[C:20]([C:2]2[CH:7]=[CH:6][N:5]3[N:8]=[CH:9][C:10]([C:11]([OH:13])=[O:12])=[C:4]3[CH:3]=2)[CH:19]=[N:18]1, predict the reactants needed to synthesize it. The reactants are: Br[C:2]1[CH:7]=[CH:6][N:5]2[N:8]=[CH:9][C:10]([C:11]([O:13]CC)=[O:12])=[C:4]2[CH:3]=1.[CH3:16][N:17]1[CH:21]=[C:20](B2OC(C)(C)C(C)(C)O2)[CH:19]=[N:18]1.[O-]P([O-])([O-])=O.[K+].[K+].[K+].[Li+].[OH-].C(O)(C(F)(F)F)=O. (7) Given the product [CH2:1]([N:8]1[CH2:12][C@H:11]([CH3:13])[C@@H:10]([C:14]([NH:20][CH:17]2[CH2:19][CH2:18]2)=[O:16])[CH2:9]1)[C:2]1[CH:3]=[CH:4][CH:5]=[CH:6][CH:7]=1, predict the reactants needed to synthesize it. The reactants are: [CH2:1]([N:8]1[CH2:12][C@H:11]([CH3:13])[C@@H:10]([C:14]([OH:16])=O)[CH2:9]1)[C:2]1[CH:7]=[CH:6][CH:5]=[CH:4][CH:3]=1.[CH:17]1([NH2:20])[CH2:19][CH2:18]1.Cl.C(N=C=NCCCN(C)C)C. (8) Given the product [F:1][C:2]([F:31])([F:30])[C:3]1[CH:8]=[C:7]([C:9]2[O:13][C:12]([C:14]3[CH:19]=[CH:18][C:17]([S:20]([NH:32][CH2:33][CH2:34][C:35]([NH2:37])=[O:36])(=[O:22])=[O:21])=[CH:16][CH:15]=3)=[N:11][N:10]=2)[CH:6]=[CH:5][C:4]=1[C:24]1[CH:29]=[CH:28][CH:27]=[CH:26][CH:25]=1, predict the reactants needed to synthesize it. The reactants are: [F:1][C:2]([F:31])([F:30])[C:3]1[CH:8]=[C:7]([C:9]2[O:13][C:12]([C:14]3[CH:19]=[CH:18][C:17]([S:20](Cl)(=[O:22])=[O:21])=[CH:16][CH:15]=3)=[N:11][N:10]=2)[CH:6]=[CH:5][C:4]=1[C:24]1[CH:29]=[CH:28][CH:27]=[CH:26][CH:25]=1.[NH2:32][CH2:33][CH2:34][C:35]([NH2:37])=[O:36].C(N(CC)CC)C.[OH-].[Na+].Cl.